Task: Predict hERG channel inhibition at various concentrations.. Dataset: hERG Central: cardiac toxicity at 1µM, 10µM, and general inhibition (1) The drug is O=C(NCCC(=O)N(CCc1ccccc1)Cc1ccccc1)c1ccccc1Cl. Results: hERG_inhib (hERG inhibition (general)): blocker. (2) The drug is CC(C)N1CCC(N2CCN(Cc3ccc(-c4ccccc4Cl)o3)CC2CCO)CC1. Results: hERG_inhib (hERG inhibition (general)): blocker. (3) The compound is CC(C)N(CCc1ccncc1)C(=S)Nc1ccc(F)c(Cl)c1. Results: hERG_inhib (hERG inhibition (general)): blocker.